Dataset: Forward reaction prediction with 1.9M reactions from USPTO patents (1976-2016). Task: Predict the product of the given reaction. (1) The product is: [C:1]1([C:7]2[CH:8]=[C:9]3[C:14](=[CH:15][CH:16]=2)[CH2:13][CH:12]([C:17]([C:19]2[O:20][C:21]([C:24]4[N:29]=[C:28]([C:30]([OH:32])=[O:31])[CH:27]=[CH:26][CH:25]=4)=[CH:22][N:23]=2)=[O:18])[CH2:11][CH2:10]3)[CH:6]=[CH:5][CH:4]=[CH:3][CH:2]=1. Given the reactants [C:1]1([C:7]2[CH:8]=[C:9]3[C:14](=[CH:15][CH:16]=2)[CH2:13][CH:12]([C:17]([C:19]2[O:20][C:21]([C:24]4[N:29]=[C:28]([C:30]([O:32]C)=[O:31])[CH:27]=[CH:26][CH:25]=4)=[CH:22][N:23]=2)=[O:18])[CH2:11][CH2:10]3)[CH:6]=[CH:5][CH:4]=[CH:3][CH:2]=1, predict the reaction product. (2) Given the reactants [CH3:1][C:2]([O:5][C:6]([NH:8][C@H:9]([CH2:13][CH3:14])[C:10]([OH:12])=O)=[O:7])([CH3:4])[CH3:3].CN(C)C=O.CN(C(ON1N=NC2C=CC=CC1=2)=[N+](C)C)C.[B-](F)(F)(F)F.[CH3:42][C:43]1([CH3:60])[C:47]2[C:48]([O:52][C:53]3[N:58]=[CH:57][C:56]([NH2:59])=[CH:55][N:54]=3)=[CH:49][CH:50]=[CH:51][C:46]=2[O:45][CH2:44]1, predict the reaction product. The product is: [CH3:42][C:43]1([CH3:60])[C:47]2[C:48]([O:52][C:53]3[N:54]=[CH:55][C:56]([NH:59][C:10]([C@H:9]([NH:8][C:6](=[O:7])[O:5][C:2]([CH3:1])([CH3:3])[CH3:4])[CH2:13][CH3:14])=[O:12])=[CH:57][N:58]=3)=[CH:49][CH:50]=[CH:51][C:46]=2[O:45][CH2:44]1. (3) Given the reactants [CH2:1](N1CCC[C@@H](OC2C(Cl)=CC(C(OC(C)(C)C)=O)=C(F)C=2)C1)[C:2]1[CH:7]=CC=CC=1.[CH2:30]([N:37]1[CH2:42][C:41]([CH3:44])([CH3:43])[CH2:40][C@@H:39]([O:45][C:46]2[C:58](Cl)=[CH:57][C:49]([C:50]([O:52][C:53]([CH3:56])([CH3:55])[CH3:54])=[O:51])=[C:48]([F:60])[CH:47]=2)[CH2:38]1)[C:31]1[CH:36]=[CH:35][CH:34]=[CH:33][CH:32]=1, predict the reaction product. The product is: [CH2:30]([N:37]1[CH2:42][C:41]([CH3:44])([CH3:43])[CH2:40][C@@H:39]([O:45][C:46]2[C:58]([CH:7]3[CH2:2][CH2:1]3)=[CH:57][C:49]([C:50]([O:52][C:53]([CH3:56])([CH3:55])[CH3:54])=[O:51])=[C:48]([F:60])[CH:47]=2)[CH2:38]1)[C:31]1[CH:36]=[CH:35][CH:34]=[CH:33][CH:32]=1. (4) Given the reactants [CH2:1]([O:8][C:9]1[CH:14]=[CH:13][C:12]([N:15]2[C:19]([CH3:20])=[C:18]([C:21](O)=[O:22])[N:17]=[C:16]2[C:24]2[CH:29]=[CH:28][C:27]([Cl:30])=[CH:26][C:25]=2[Cl:31])=[CH:11][CH:10]=1)[C:2]1[CH:7]=[CH:6][CH:5]=[CH:4][CH:3]=1.C(Cl)(=O)C(Cl)=O.C(N(CC)CC)C.[NH2:45][N:46]1[CH2:51][CH2:50][CH2:49][CH2:48][CH2:47]1, predict the reaction product. The product is: [N:46]1([NH:45][C:21]([C:18]2[N:17]=[C:16]([C:24]3[CH:29]=[CH:28][C:27]([Cl:30])=[CH:26][C:25]=3[Cl:31])[N:15]([C:12]3[CH:13]=[CH:14][C:9]([O:8][CH2:1][C:2]4[CH:7]=[CH:6][CH:5]=[CH:4][CH:3]=4)=[CH:10][CH:11]=3)[C:19]=2[CH3:20])=[O:22])[CH2:51][CH2:50][CH2:49][CH2:48][CH2:47]1. (5) Given the reactants [C:1]([C:5]1[N:6]=[C:7]([N:22]2CCO[CH2:24][CH2:23]2)[C:8]2[N:13]=[N:12][N:11]([CH2:14][C:15]3[CH:20]=[CH:19][CH:18]=[CH:17][C:16]=3[Cl:21])[C:9]=2[N:10]=1)([CH3:4])([CH3:3])[CH3:2].C(C1N=C(Cl)C2N=NN(CC3C=CC=CC=3Cl)C=2N=1)(C)(C)C.N1CC[CH:53]([OH:56])[CH2:52][CH2:51]1, predict the reaction product. The product is: [C:1]([C:5]1[N:6]=[C:7]([N:22]2[CH2:23][CH2:24][CH:53]([OH:56])[CH2:52][CH2:51]2)[C:8]2[N:13]=[N:12][N:11]([CH2:14][C:15]3[CH:20]=[CH:19][CH:18]=[CH:17][C:16]=3[Cl:21])[C:9]=2[N:10]=1)([CH3:3])([CH3:2])[CH3:4].